Dataset: TCR-epitope binding with 47,182 pairs between 192 epitopes and 23,139 TCRs. Task: Binary Classification. Given a T-cell receptor sequence (or CDR3 region) and an epitope sequence, predict whether binding occurs between them. (1) The epitope is LPRRSGAAGA. The TCR CDR3 sequence is CASSGDHSYEQYF. Result: 1 (the TCR binds to the epitope). (2) The epitope is RQLLFVVEV. The TCR CDR3 sequence is CASSLDGAPYEQYF. Result: 1 (the TCR binds to the epitope). (3) The epitope is FLASKIGRLV. The TCR CDR3 sequence is CASSDPDRIKNIQYF. Result: 1 (the TCR binds to the epitope).